From a dataset of Reaction yield outcomes from USPTO patents with 853,638 reactions. Predict the reaction yield, written as a fraction of the theoretical maximum amount of product (1.0 means a 100% yield; for example, 0.34 means a 34% yield). (1) The reactants are [Br:1][C:2]1[CH:7]=[CH:6][C:5]([S:8]([N:11]2[CH2:16][CH2:15][C:14]([CH2:18][NH:19][C:20]3([CH2:23][O:24][Si:25]([C:28]([CH3:31])([CH3:30])[CH3:29])([CH3:27])[CH3:26])[CH2:22][CH2:21]3)([OH:17])[CH2:13][CH2:12]2)(=[O:10])=[O:9])=[CH:4][CH:3]=1.C(N(CC)C(C)C)(C)C.Cl[CH2:42][C:43](Cl)=[O:44].ClCC(N)=O.[H-].[Na+]. The catalyst is ClCCl.O1CCCC1. The product is [Br:1][C:2]1[CH:7]=[CH:6][C:5]([S:8]([N:11]2[CH2:16][CH2:15][C:14]3([O:17][CH2:42][C:43](=[O:44])[N:19]([C:20]4([CH2:23][O:24][Si:25]([C:28]([CH3:31])([CH3:30])[CH3:29])([CH3:26])[CH3:27])[CH2:22][CH2:21]4)[CH2:18]3)[CH2:13][CH2:12]2)(=[O:10])=[O:9])=[CH:4][CH:3]=1. The yield is 0.800. (2) The reactants are [Br:1][C:2]1[C:3]([F:12])=[C:4]2[C:10]([NH2:11])=[CH:9][NH:8][C:5]2=[N:6][CH:7]=1.[CH3:13][C:14]1[S:15][CH:16]=[C:17]([C:19](O)=[O:20])[N:18]=1.C(N(CC)CC)C.C1N(P(Cl)(N2C(=O)OCC2)=O)C(=O)OC1. The catalyst is C(Cl)Cl. The product is [Br:1][C:2]1[C:3]([F:12])=[C:4]2[C:10]([NH:11][C:19]([C:17]3[N:18]=[C:14]([CH3:13])[S:15][CH:16]=3)=[O:20])=[CH:9][NH:8][C:5]2=[N:6][CH:7]=1. The yield is 0.680. (3) The reactants are [N:1]([CH2:4][CH2:5][CH2:6][C:7]1([C:23]2[CH:28]=[CH:27][CH:26]=[CH:25][CH:24]=2)[N:11]([C:12](=[S:14])[NH2:13])[N:10]=[C:9]([C:15]2[CH:20]=[C:19]([F:21])[CH:18]=[CH:17][C:16]=2[F:22])[S:8]1)=[N+:2]=[N-:3].Br[CH:30]1[C:35](=O)[CH2:34][CH2:33][N:32]([C:37]([O:39][C:40]([CH3:43])([CH3:42])[CH3:41])=[O:38])[CH2:31]1.CCN(C(C)C)C(C)C. The catalyst is C(O)C. The product is [N:1]([CH2:4][CH2:5][CH2:6][C:7]1([C:23]2[CH:28]=[CH:27][CH:26]=[CH:25][CH:24]=2)[N:11]([C:12]2[S:14][C:30]3[CH2:31][N:32]([C:37]([O:39][C:40]([CH3:43])([CH3:42])[CH3:41])=[O:38])[CH2:33][CH2:34][C:35]=3[N:13]=2)[N:10]=[C:9]([C:15]2[CH:20]=[C:19]([F:21])[CH:18]=[CH:17][C:16]=2[F:22])[S:8]1)=[N+:2]=[N-:3]. The yield is 0.730. (4) The reactants are O[CH2:2][CH2:3][O:4][C:5]1[CH:6]=[CH:7][C:8]([C:21]2[NH:30][C:29](=[O:31])[C:28]3[C:23](=[CH:24][CH:25]=[CH:26][CH:27]=3)[N:22]=2)=[N:9][C:10]=1[C:11]1[CH:16]=[CH:15][C:14]([S:17]([CH3:20])(=[O:19])=[O:18])=[CH:13][CH:12]=1.P(Br)(Br)[Br:33]. The catalyst is CN(C=O)C. The product is [Br:33][CH2:2][CH2:3][O:4][C:5]1[CH:6]=[CH:7][C:8]([C:21]2[NH:30][C:29](=[O:31])[C:28]3[C:23](=[CH:24][CH:25]=[CH:26][CH:27]=3)[N:22]=2)=[N:9][C:10]=1[C:11]1[CH:16]=[CH:15][C:14]([S:17]([CH3:20])(=[O:19])=[O:18])=[CH:13][CH:12]=1. The yield is 0.840.